This data is from Peptide-MHC class II binding affinity with 134,281 pairs from IEDB. The task is: Regression. Given a peptide amino acid sequence and an MHC pseudo amino acid sequence, predict their binding affinity value. This is MHC class II binding data. (1) The peptide sequence is TINAVASRKASNTIL. The MHC is DRB1_0801 with pseudo-sequence DRB1_0801. The binding affinity (normalized) is 0.502. (2) The peptide sequence is EEFVVEFDLPGIK. The binding affinity (normalized) is 0.574. The MHC is DRB1_0402 with pseudo-sequence DRB1_0402.